This data is from Catalyst prediction with 721,799 reactions and 888 catalyst types from USPTO. The task is: Predict which catalyst facilitates the given reaction. Reactant: [N:1]1([C:5]([NH:7][C:8]2[CH:13]=[C:12]([O:14][C:15]3[CH:20]=[CH:19][C:18]([NH:21][C:22]([C:24]4([C:27]([NH:29][C:30]5[CH:35]=[CH:34][C:33]([F:36])=[CH:32][CH:31]=5)=[O:28])[CH2:26][CH2:25]4)=[O:23])=[C:17]([F:37])[CH:16]=3)[CH:11]=[CH:10][N:9]=2)=[O:6])[CH2:4][CH2:3][CH2:2]1.[ClH:38]. The catalyst class is: 21. Product: [ClH:38].[N:1]1([C:5]([NH:7][C:8]2[CH:13]=[C:12]([O:14][C:15]3[CH:20]=[CH:19][C:18]([NH:21][C:22]([C:24]4([C:27]([NH:29][C:30]5[CH:31]=[CH:32][C:33]([F:36])=[CH:34][CH:35]=5)=[O:28])[CH2:25][CH2:26]4)=[O:23])=[C:17]([F:37])[CH:16]=3)[CH:11]=[CH:10][N:9]=2)=[O:6])[CH2:4][CH2:3][CH2:2]1.